Dataset: Experimentally validated miRNA-target interactions with 360,000+ pairs, plus equal number of negative samples. Task: Binary Classification. Given a miRNA mature sequence and a target amino acid sequence, predict their likelihood of interaction. (1) The miRNA is mmu-miR-325-3p with sequence UUUAUUGAGCACCUCCUAUCAA. The protein sequence of the target gene is MGCRHSRLSSCKPPKKKRQEPEPEQPPRPEPHELGPLNGDTAITVQLCASEEAERHQKDITRILQQHEEEKKKWAQQVEKERELELRDRLDEQQRVLEGKNEEALQVLRASYEQEKEALTHSFREASSTQQETIDRLTSQLEAFQAKMKRVEESILSRNYKKHIQDYGSPSQFWEQELESLHFVIEMKNERIHELDRRLILMETVKEKNLILEEKITTLQQENEDLHVRSRNQVVLSRQLSEDLLLTREALEKEVQLRRQLQQEKEELLYRVLGANASPAFPLAPVTPTEVSFLAT. Result: 0 (no interaction). (2) The miRNA is hsa-miR-346 with sequence UGUCUGCCCGCAUGCCUGCCUCU. The protein sequence of the target gene is MDSMPEPASRCLLLLPLLLLLLLLLPAPELGPSQAGAEENDWVRLPSKCEVCKYVAVELKSAFEETGKTKEVIGTGYGILDQKASGVKYTKSDLRLIEVTETICKRLLDYSLHKERTGSNRFAKGMSETFETLHNLVHKGVKVVMDIPYELWNETSAEVADLKKQCDVLVEEFEEVIEDWYRNHQEEDLTEFLCANHVLKGKDTSCLAEQWSGKKGDTAALGGKKSKKKSSRAKAAGGRSSSSKQRKELGGLEGDPSPEEDEGIQKASPLTHSPPDEL. Result: 1 (interaction). (3) The miRNA is hsa-miR-4709-3p with sequence UUGAAGAGGAGGUGCUCUGUAGC. The protein sequence of the target gene is MLQTLYDYFWWERLWLPVNLTWADLEDRDGRVYAKASDLYITLPLALLFLIVRYFFELYVATPLAALLNIKEKTRLRAPPNATLEHFYLTSGKQPKQVEVELLSRQSGLSGRQVERWFRRRRNQDRPSLLKKFREASWRFTFYLIAFIAGMAVIVDKPWFYDMKKVWEGYPIQSTIPSQYWYYMIELSFYWSLLFSIASDVKRKDFKEQIIHHVATIILISFSWFANYIRAGTLIMALHDSSDYLLESAKMFNYAGWKNTCNNIFIVFAIVFIITRLVILPFWILHCTLVYPLELYPAFF.... Result: 1 (interaction). (4) The miRNA is hsa-miR-1297 with sequence UUCAAGUAAUUCAGGUG. The protein sequence of the target gene is MAAPEPARAAPPPPPPPPPPLGADRVVKAVPFPPTHRLTSEEVFDMDGIPRVDVLKNHLVKEGRVDEEIALRIINEGAAILRREKTMIEVEAPITVCGDIHGQFFDLMKLFEVGGSPANTRYLFLGDYVDRGYFSIECVLYLWVLKILYPSTLFLLRGNHECRHLTEYFTFKQECKIKYSERVYEACMEAFDSLPLAALLNQQFLCVHGGLSPEIHTLDDIRRLDRFKEPPAFGPMCDLLWSDPSEDFGNEKSQEHFSHNTVRGCSYFYNYPAVCEFLQNNNLLSIIRAHEAQDAGYRMY.... Result: 0 (no interaction). (5) The miRNA is hsa-miR-26b-5p with sequence UUCAAGUAAUUCAGGAUAGGU. The protein sequence of the target gene is MAMLRVQPEAQAKVDVFREDLCTKTENLLGSYFPKKISELDAFLKEPALNEANLSNLKAPLDIPVPDPVKEKEKEERKKQQEKEDKDEKKKGEDEDKGPPCGPVNCNEKIVVLLQRLKPEIKDVIEQLNLVTTWLQLQIPRIEDGNNFGVAVQEKVFELMTSLHTKLEGFHTQISKYFSERGDAVTKAAKQPHVGDYRQLVHELDEAEYRDIRLMVMEIRNAYAVLYDIILKNFEKLKKPRGETKGMIY. Result: 1 (interaction). (6) The miRNA is hsa-miR-4748 with sequence GAGGUUUGGGGAGGAUUUGCU. The protein sequence of the target gene is MTPALREATAKGISFSSLPSTMESDKMLYMESPRTVDEKLKGDTFSQMLGFPTPEPTLNTNFVNLKHFGSPQSSKHYQTVFLMRSNSTLNKHNENYKQKKLGEPSCNKLKNILYNGSNIQLSKICLSHSEEFIKKEPLSDTTSQCMKDVQIILDSNITKDTNVDKVQLQNCKWYQENALLDKVTDAEIKKGLLHCTQKKIVPGHSNVPVSSSAAEKEEEVHARLLHCVSKQKILLSQARRTQKHLQMLLAKHVVKHYGQQMKLSMKHQLPKMKTFHEPTTILGNSLPKCTEIKPEVNTLT.... Result: 1 (interaction). (7) The miRNA is hsa-miR-4799-3p with sequence ACUGGCAUGCUGCAUUUAUAUA. The protein sequence of the target gene is MVPGSEGPARAGSVVADVVFVIEGTANLGPYFEGLRKHYLLPAIEYFNGGPPAETDFGGDYGGTQYSLVVFNTVDCAPESYVQCHAPTSSAYEFVTWLDGIKFMGGGGESCSLIAEGLSTALQLFDDFKKMREQIGQTHRVCLLICNSPPYLLPAVESTTYSGCTTENLVQQIGERGIHFSIVSPRKLPALRLLFEKAAPPALLEPLQPPTDVSQDPRHMVLVRGLVLPVGGGSAPGPLQSKQPVPLPPAAPSGATLSAAPQQPLPPVPPQYQVPGNLSAAQVAAQNAVEAAKNQKAGLG.... Result: 0 (no interaction). (8) The miRNA is hsa-miR-7107-5p with sequence UCGGCCUGGGGAGGAGGAAGGG. The protein sequence of the target gene is MAAASVSAASGSHLSNSFAEPSRSNGSMVRHSSSPYVVYPSDKPFLNSDLRRSPSKPTLAYPESNSRAIFSALKNLQDKIRRLELERIQAEESVKTLSRETIEYKKVLDEQIQERENSKNEESKHNQELTSQLLAAENKCNLLEKQLEYMRNMIKHAEMERTSVLEKQVSLERERQHDQTHVQSQLEKLDLLEQEYNKLTTMQALAEKKMQELEAKLHEEEQERKRMQAKAAELQTGLETNRLIFEDKATPCVPNARRIKKKKSKPPEKKSSRNYFGAQPHYRLCLGDMPFVAGKSTSPS.... Result: 0 (no interaction). (9) The protein sequence of the target gene is MNEPLDYLANASDFPDYAAAFGNCTDENIPLKMHYLPVIYGIIFLVGFPGNAVVISTYIFKMRPWKSSTIIMLNLACTDLLYLTSLPFLIHYYASGENWIFGDFMCKFIRFSFHFNLYSSILFLTCFSIFRYCVIIHPMSCFSIHKTRCAVVACAVVWIISLVAVIPMTFLITSTNRTNRSACLDLTSSDELNTIKWYNLILTATTFCLPLVIVTLCYTTIIHTLTHGLQTDSCLKQKARRLTILLLLAFYVCFLPFHILRVIRIESRLLSISCSIENQIHEAYIVSRPLAALNTFGNLL.... Result: 0 (no interaction). The miRNA is bta-miR-181a with sequence AACAUUCAACGCUGUCGGUGAGUU. (10) The miRNA is cel-miR-268 with sequence GGCAAGAAUUAGAAGCAGUUUGGU. The protein sequence of the target gene is MDSKKKSSTEAEGSKERGLVHVWQAGSFSLTPERLPGWGGKTVLQAALGVRHGVLLTEDGEVYSFGTLPWKSESAEICPSSPLLESALVGHHVITVATGSFHSGAVTESGVVYMWGENAAGQCAVANQQYVPEPSPVSISDSETSPSLAVRILQLACGEEHTLALSLSREIWAWGTGCQLGLITTTFPVTKPQKVEHLAGRVVLQVACGAFHSLALVQCLPPQDLKPVPERCNQCSQLLITMTDKEDHVIISDSHCCPLGVTLSESQAEKHASPAPSPHPEALDEQGEVFENTVVEAELN.... Result: 0 (no interaction).